From a dataset of Reaction yield outcomes from USPTO patents with 853,638 reactions. Predict the reaction yield, written as a fraction of the theoretical maximum amount of product (1.0 means a 100% yield; for example, 0.34 means a 34% yield). (1) The reactants are [H-].[Na+].[CH2:3]([O:10][C:11]1[CH:16]=[CH:15][CH:14]=[CH:13][C:12]=1[C:17]1[NH:18][C:19]2[C:24]([C:25]=1[CH:26]1[CH2:31][CH2:30][CH2:29][CH2:28][CH2:27]1)=[CH:23][CH:22]=[C:21]([C:32]([O:34][CH3:35])=[O:33])[CH:20]=2)[C:4]1[CH:9]=[CH:8][CH:7]=[CH:6][CH:5]=1.I[CH3:37]. The catalyst is CN(C=O)C. The product is [CH2:3]([O:10][C:11]1[CH:16]=[CH:15][CH:14]=[CH:13][C:12]=1[C:17]1[N:18]([CH3:37])[C:19]2[C:24]([C:25]=1[CH:26]1[CH2:31][CH2:30][CH2:29][CH2:28][CH2:27]1)=[CH:23][CH:22]=[C:21]([C:32]([O:34][CH3:35])=[O:33])[CH:20]=2)[C:4]1[CH:9]=[CH:8][CH:7]=[CH:6][CH:5]=1. The yield is 0.800. (2) The reactants are [Cl:1][C:2]1[C:3]([N:8]2[CH2:13][CH2:12][N:11]([C:14]([O:16][C:17]([CH3:20])([CH3:19])[CH3:18])=[O:15])[CH2:10][CH2:9]2)=[N:4][CH:5]=[CH:6][N:7]=1.[Br:21]N1C(=O)CCC1=O. The catalyst is C(Cl)(Cl)Cl. The product is [Br:21][C:6]1[N:7]=[C:2]([Cl:1])[C:3]([N:8]2[CH2:9][CH2:10][N:11]([C:14]([O:16][C:17]([CH3:20])([CH3:19])[CH3:18])=[O:15])[CH2:12][CH2:13]2)=[N:4][CH:5]=1. The yield is 0.940. (3) The reactants are [Br:1][CH2:2][CH2:3][OH:4].[Si:5](Cl)([C:8]([CH3:11])([CH3:10])[CH3:9])([CH3:7])[CH3:6].C(N(CC)CC)C. The catalyst is C(Cl)Cl.CN(C)C1C=CN=CC=1. The product is [Br:1][CH2:2][CH2:3][O:4][Si:5]([C:8]([CH3:11])([CH3:10])[CH3:9])([CH3:7])[CH3:6]. The yield is 0.624.